Predict which catalyst facilitates the given reaction. From a dataset of Catalyst prediction with 721,799 reactions and 888 catalyst types from USPTO. (1) Reactant: [Br:1][C:2]1[CH:10]=[CH:9][C:5]([C:6]([OH:8])=[O:7])=[C:4]([CH3:11])[CH:3]=1.[C:12](=O)([O-])[O-].[K+].[K+].IC. Product: [Br:1][C:2]1[CH:10]=[CH:9][C:5]([C:6]([O:8][CH3:12])=[O:7])=[C:4]([CH3:11])[CH:3]=1. The catalyst class is: 18. (2) Reactant: [H-].[H-].[H-].[H-].[Li+].[Al+3].[CH3:7][N:8]([CH3:22])[CH2:9][CH2:10][N:11]1[C:20]2[C:15](=[CH:16][CH:17]=[CH:18][CH:19]=2)[CH2:14][CH2:13][C:12]1=O. Product: [N:11]1([CH2:10][CH2:9][N:8]([CH3:22])[CH3:7])[C:20]2[C:15](=[CH:16][CH:17]=[CH:18][CH:19]=2)[CH2:14][CH2:13][CH2:12]1. The catalyst class is: 1. (3) Reactant: [C:1]1([C:7](=[CH2:21])[C:8]([C:10]2[CH:20]=[CH:19][C:13]3[O:14][CH2:15][C:16](=[O:18])[NH:17][C:12]=3[CH:11]=2)=O)[CH:6]=[CH:5][CH:4]=[CH:3][CH:2]=1.Cl.[Cl:23][C:24]1[CH:25]=[C:26]([NH:31][NH2:32])[CH:27]=[CH:28][C:29]=1[Cl:30].C(N(CC)CC)C. Product: [Cl:23][C:24]1[CH:25]=[C:26]([N:31]2[CH2:21][CH:7]([C:1]3[CH:6]=[CH:5][CH:4]=[CH:3][CH:2]=3)[C:8]([C:10]3[CH:20]=[CH:19][C:13]4[O:14][CH2:15][C:16](=[O:18])[NH:17][C:12]=4[CH:11]=3)=[N:32]2)[CH:27]=[CH:28][C:29]=1[Cl:30]. The catalyst class is: 31.